The task is: Regression. Given a peptide amino acid sequence and an MHC pseudo amino acid sequence, predict their binding affinity value. This is MHC class I binding data.. This data is from Peptide-MHC class I binding affinity with 185,985 pairs from IEDB/IMGT. (1) The peptide sequence is SIRCVKYLL. The MHC is HLA-A02:03 with pseudo-sequence HLA-A02:03. The binding affinity (normalized) is 0.628. (2) The peptide sequence is RKAKIIKDY. The MHC is Mamu-B08 with pseudo-sequence Mamu-B08. The binding affinity (normalized) is 0. (3) The binding affinity (normalized) is 0.401. The MHC is HLA-A02:01 with pseudo-sequence HLA-A02:01. The peptide sequence is RTMAWTVVNSI. (4) The peptide sequence is TTWCDGKKF. The MHC is HLA-A02:01 with pseudo-sequence HLA-A02:01. The binding affinity (normalized) is 0.0847. (5) The peptide sequence is DSPIGPIML. The MHC is HLA-A30:01 with pseudo-sequence HLA-A30:01. The binding affinity (normalized) is 0.0847. (6) The peptide sequence is YSDIPRLKK. The MHC is HLA-A33:01 with pseudo-sequence HLA-A33:01. The binding affinity (normalized) is 0.177. (7) The peptide sequence is RPAKSGTVMD. The MHC is HLA-B07:02 with pseudo-sequence HLA-B07:02. The binding affinity (normalized) is 0.460.